From a dataset of Forward reaction prediction with 1.9M reactions from USPTO patents (1976-2016). Predict the product of the given reaction. (1) Given the reactants C([O:5][C:6](=[O:48])[CH:7]([NH:15][S:16]([C:19]1[CH:24]=[CH:23][C:22]([C:25](=[O:47])[NH:26][C:27]2[S:28][C:29]([C:39]3[CH:44]=[CH:43][C:42]([CH2:45][CH3:46])=[CH:41][CH:40]=3)=[C:30]([C:32]3[CH:37]=[CH:36][C:35]([Cl:38])=[CH:34][CH:33]=3)[N:31]=2)=[CH:21][CH:20]=1)(=[O:18])=[O:17])[CH2:8][C:9]1[CH:14]=[CH:13][CH:12]=[CH:11][CH:10]=1)(C)(C)C.FC(F)(F)C(O)=O, predict the reaction product. The product is: [Cl:38][C:35]1[CH:36]=[CH:37][C:32]([C:30]2[N:31]=[C:27]([NH:26][C:25]([C:22]3[CH:23]=[CH:24][C:19]([S:16]([NH:15][CH:7]([CH2:8][C:9]4[CH:10]=[CH:11][CH:12]=[CH:13][CH:14]=4)[C:6]([OH:48])=[O:5])(=[O:17])=[O:18])=[CH:20][CH:21]=3)=[O:47])[S:28][C:29]=2[C:39]2[CH:40]=[CH:41][C:42]([CH2:45][CH3:46])=[CH:43][CH:44]=2)=[CH:33][CH:34]=1. (2) Given the reactants [CH3:1][C:2]1[CH:21]=[CH:20][C:19](B2OC(C)(C)C(C)(C)O2)=[CH:18][C:3]=1[C:4]([NH:6][CH2:7][C:8]12[CH2:17][CH:12]3[CH2:13][CH:14]([CH2:16][CH:10]([CH2:11]3)[CH2:9]1)[CH2:15]2)=[O:5].I[C:32]1[C:33]([C:38]([O:40]C)=[O:39])=[N:34][CH:35]=[CH:36][CH:37]=1.C(=O)([O-])[O-].[Na+].[Na+].[OH-].[Na+].Cl, predict the reaction product. The product is: [CH3:1][C:2]1[CH:21]=[CH:20][C:19]([C:32]2[C:33]([C:38]([OH:40])=[O:39])=[N:34][CH:35]=[CH:36][CH:37]=2)=[CH:18][C:3]=1[C:4]([NH:6][CH2:7][C:8]12[CH2:9][CH:10]3[CH2:16][CH:14]([CH2:13][CH:12]([CH2:11]3)[CH2:17]1)[CH2:15]2)=[O:5]. (3) Given the reactants [O:1]1[CH2:7][CH:6]([C:8]2[C:16]3[S:15][C:14]([NH2:17])=[N:13][C:12]=3[C:11]([O:18][CH3:19])=[CH:10][CH:9]=2)[CH2:5][O:4][CH2:3][CH2:2]1.Cl[C:21](OC1C=CC=CC=1)=[O:22].[OH:30][CH:31]1[CH2:36][CH2:35][NH:34][CH2:33][CH2:32]1, predict the reaction product. The product is: [O:4]1[CH2:5][CH:6]([C:8]2[C:16]3[S:15][C:14]([NH:17][C:21]([N:34]4[CH2:35][CH2:36][CH:31]([OH:30])[CH2:32][CH2:33]4)=[O:22])=[N:13][C:12]=3[C:11]([O:18][CH3:19])=[CH:10][CH:9]=2)[CH2:7][O:1][CH2:2][CH2:3]1. (4) Given the reactants C(OC[O:10][CH2:11][C@@H:12]([CH3:27])[CH2:13][CH2:14][CH2:15][C:16]([CH3:26])([CH3:25])[O:17][Si:18]([C:21]([CH3:24])([CH3:23])[CH3:22])([CH3:20])[CH3:19])C1C=CC=CC=1.[H][H], predict the reaction product. The product is: [Si:18]([O:17][C:16]([CH3:25])([CH3:26])[CH2:15][CH2:14][CH2:13][C@H:12]([CH3:27])[CH2:11][OH:10])([C:21]([CH3:24])([CH3:23])[CH3:22])([CH3:20])[CH3:19]. (5) Given the reactants C[O-].[Na+].Cl.[C:5]([NH2:8])(=[NH:7])[CH3:6].C([N:16]1[CH2:22][CH2:21][CH:20](Br)[C:19](=O)[CH2:18][CH2:17]1)C1C=CC=CC=1, predict the reaction product. The product is: [CH3:6][C:5]1[NH:8][C:19]2[CH2:18][CH2:17][NH:16][CH2:22][CH2:21][C:20]=2[N:7]=1. (6) The product is: [Si:1]([O:8][C@@H:9]1[CH:14]([OH:38])[O:13][C@@H:12]([C:22]([F:25])([F:24])[F:23])[C@H:11]2[O:26][C:27]([CH3:29])([CH3:30])[O:28][C@@H:10]12)([C:4]([CH3:5])([CH3:7])[CH3:6])([CH3:3])[CH3:2]. Given the reactants [Si:1]([O:8][C@@H:9]1[C@@H:14](CP(=O)(OC)OC)[O:13][C@@H:12]([C:22]([F:25])([F:24])[F:23])[C@H:11]2[O:26][C:27]([CH3:30])([CH3:29])[O:28][C@@H:10]12)([C:4]([CH3:7])([CH3:6])[CH3:5])([CH3:3])[CH3:2].[Si]([O:38][C@@H]1[C@H](CP(=O)(OC)OC)O[C@@H](C(F)(F)F)[C@H]2OC(C)(C)O[C@@H]12)(C(C)(C)C)(C)C, predict the reaction product. (7) Given the reactants [CH3:1][O:2][C:3]1[CH:4]=[CH:5][C:6]2[N:10]=[C:9]([CH2:11][O:12][C:13]3[CH:18]=[CH:17][C:16]([CH2:19][CH:20]([CH3:26])[C:21]([O:23]CC)=[S:22])=[CH:15][CH:14]=3)[N:8]([CH3:27])[C:7]=2[CH:28]=1.O.[OH-].[K+].[OH-].[K+].[ClH:34], predict the reaction product. The product is: [ClH:34].[CH3:1][O:2][C:3]1[CH:4]=[CH:5][C:6]2[N:10]=[C:9]([CH2:11][O:12][C:13]3[CH:18]=[CH:17][C:16]([CH2:19][CH:20]([CH3:26])[C:21]([OH:23])=[S:22])=[CH:15][CH:14]=3)[N:8]([CH3:27])[C:7]=2[CH:28]=1.